This data is from Forward reaction prediction with 1.9M reactions from USPTO patents (1976-2016). The task is: Predict the product of the given reaction. (1) The product is: [F:1][C:2]1[CH:9]=[CH:8][CH:7]=[C:4]([CH:5]([OH:6])[C:11]([F:13])([F:12])[F:10])[CH:3]=1. Given the reactants [F:1][C:2]1[CH:3]=[C:4]([CH:7]=[CH:8][CH:9]=1)[CH:5]=[O:6].[F:10][C:11]([Si](C)(C)C)([F:13])[F:12].[F-].C([N+](CCCC)(CCCC)CCCC)CCC, predict the reaction product. (2) Given the reactants [C:1]([C:5]1[CH:6]=[C:7]([CH:10]=[C:11]([C:13]([CH3:16])([CH3:15])[CH3:14])[CH:12]=1)[CH:8]=O)([CH3:4])([CH3:3])[CH3:2].[CH:17]([NH2:19])=[O:18].[CH3:20][C:21]1[CH:26]=[CH:25][C:24]([S:27]([OH:29])=[O:28])=[CH:23][CH:22]=1, predict the reaction product. The product is: [C:1]([C:5]1[CH:6]=[C:7]([CH:8]([S:27]([C:24]2[CH:25]=[CH:26][C:21]([CH3:20])=[CH:22][CH:23]=2)(=[O:29])=[O:28])[NH:19][CH:17]=[O:18])[CH:10]=[C:11]([C:13]([CH3:16])([CH3:15])[CH3:14])[CH:12]=1)([CH3:4])([CH3:3])[CH3:2]. (3) Given the reactants [C:1]([C:3]1[N:4]=[CH:5][C:6]([NH:9][C:10](=[O:18])OC2C=CC=CC=2)=[N:7][CH:8]=1)#[N:2].[C:19]([O:23][C:24](=[O:47])[N:25]([CH2:34][CH2:35][O:36][C:37]1[CH:42]=[C:41]([O:43][CH3:44])[C:40]([NH2:45])=[CH:39][C:38]=1[Cl:46])[CH2:26][CH2:27][N:28]1[CH2:33][CH2:32][O:31][CH2:30][CH2:29]1)([CH3:22])([CH3:21])[CH3:20], predict the reaction product. The product is: [C:19]([O:23][C:24](=[O:47])[N:25]([CH2:34][CH2:35][O:36][C:37]1[CH:42]=[C:41]([O:43][CH3:44])[C:40]([NH:45][C:10]([NH:9][C:6]2[CH:5]=[N:4][C:3]([C:1]#[N:2])=[CH:8][N:7]=2)=[O:18])=[CH:39][C:38]=1[Cl:46])[CH2:26][CH2:27][N:28]1[CH2:33][CH2:32][O:31][CH2:30][CH2:29]1)([CH3:22])([CH3:20])[CH3:21]. (4) The product is: [C:1]([C:3]1[CH:4]=[CH:5][C:6]([CH2:9][CH2:10][CH:11](/[CH:23]=[CH:24]/[C:25]2[CH:30]=[CH:29][CH:28]=[CH:27][C:26]=2[O:31][CH3:32])[CH2:12][C:13]2[CH:22]=[CH:21][C:16]([C:17]([OH:19])=[O:18])=[CH:15][CH:14]=2)=[CH:7][CH:8]=1)#[N:2]. Given the reactants [C:1]([C:3]1[CH:8]=[CH:7][C:6]([CH2:9][CH2:10][CH:11](/[CH:23]=[CH:24]/[C:25]2[CH:30]=[CH:29][CH:28]=[CH:27][C:26]=2[O:31][CH3:32])[CH2:12][C:13]2[CH:22]=[CH:21][C:16]([C:17]([O:19]C)=[O:18])=[CH:15][CH:14]=2)=[CH:5][CH:4]=1)#[N:2].[OH-].[Li+], predict the reaction product. (5) Given the reactants Cl.[CH:2]1([N:5]([CH:19]2[CH2:24][CH2:23][NH:22][CH2:21][CH2:20]2)[C:6](=[O:18])[C:7]2[CH:12]=[CH:11][C:10]([C:13]3[O:17][CH:16]=[N:15][CH:14]=3)=[CH:9][CH:8]=2)[CH2:4][CH2:3]1.Br[C:26]1[CH:31]=[N:30][C:29]([I:32])=[CH:28][N:27]=1, predict the reaction product. The product is: [CH:2]1([N:5]([CH:19]2[CH2:24][CH2:23][N:22]([C:26]3[CH:31]=[N:30][C:29]([I:32])=[CH:28][N:27]=3)[CH2:21][CH2:20]2)[C:6](=[O:18])[C:7]2[CH:8]=[CH:9][C:10]([C:13]3[O:17][CH:16]=[N:15][CH:14]=3)=[CH:11][CH:12]=2)[CH2:4][CH2:3]1. (6) Given the reactants [CH:1]1([CH2:4][CH:5]([O:9][CH2:10][CH:11]=O)[CH2:6][CH:7]=[CH2:8])[CH2:3][CH2:2]1.C([O-])(=O)C.[Na+].Cl.[NH2:19][OH:20], predict the reaction product. The product is: [CH:1]1([CH2:4][CH:5]([O:9][CH2:10]/[CH:11]=[N:19]/[OH:20])[CH2:6][CH:7]=[CH2:8])[CH2:3][CH2:2]1. (7) Given the reactants [Br:1][C:2]1[C:3]([O:11][CH2:12][C:13]([F:16])([F:15])[F:14])=[N:4][CH:5]=[C:6]([CH:10]=1)[C:7]([OH:9])=O.CN(C(ON1N=NC2C=CC=CC1=2)=[N+](C)C)C.[B-](F)(F)(F)F.C(N(CC)C(C)C)(C)C.[NH2:48][C@@H:49]1[CH2:54][CH2:53][CH2:52][CH2:51][C@H:50]1[OH:55], predict the reaction product. The product is: [Br:1][C:2]1[C:3]([O:11][CH2:12][C:13]([F:16])([F:15])[F:14])=[N:4][CH:5]=[C:6]([CH:10]=1)[C:7]([NH:48][C@@H:49]1[CH2:54][CH2:53][CH2:52][CH2:51][C@H:50]1[OH:55])=[O:9]. (8) Given the reactants C([O:3][C:4]1[CH2:13][C:12]2[C:11]([NH:14][C:15]3[O:16][C:17]([C:20]4[CH:25]=[CH:24][CH:23]=[CH:22][CH:21]=4)=[CH:18][N:19]=3)=[CH:10][CH:9]=[CH:8][C:7]=2[CH2:6][CH:5]=1)C.C(OC1CC2C(NC3OC(C4C=CC(C(F)(F)F)=CC=4)=CN=3)=CC=CC=2CC=1)C, predict the reaction product. The product is: [C:20]1([C:17]2[O:16][C:15]([NH:14][C:11]3[CH:10]=[CH:9][CH:8]=[C:7]4[C:12]=3[CH2:13][C:4](=[O:3])[CH2:5][CH2:6]4)=[N:19][CH:18]=2)[CH:21]=[CH:22][CH:23]=[CH:24][CH:25]=1. (9) Given the reactants C[O:2][C:3](=[O:22])[C:4]1[CH:9]=[CH:8][C:7]([NH:10][C:11]([C:13]2[CH:21]=[CH:20][C:16]3[NH:17][N:18]=[N:19][C:15]=3[CH:14]=2)=[O:12])=[CH:6][CH:5]=1.CO.[OH-].[Na+].Cl, predict the reaction product. The product is: [NH:17]1[C:16]2[CH:20]=[CH:21][C:13]([C:11]([NH:10][C:7]3[CH:8]=[CH:9][C:4]([C:3]([OH:22])=[O:2])=[CH:5][CH:6]=3)=[O:12])=[CH:14][C:15]=2[N:19]=[N:18]1.